This data is from Full USPTO retrosynthesis dataset with 1.9M reactions from patents (1976-2016). The task is: Predict the reactants needed to synthesize the given product. (1) Given the product [CH3:24][N:23]([CH3:25])[C@@H:20]1[CH2:21][CH2:22][N:18]([C:15]2[CH:16]=[CH:17][C:12]([N:7]3[C:8](=[O:11])[C:9]4[S:10][C:2]([N:26]5[CH2:31][CH2:30][CH2:29][CH2:28][CH2:27]5)=[CH:3][C:4]=4[N:5]=[CH:6]3)=[CH:13][CH:14]=2)[CH2:19]1, predict the reactants needed to synthesize it. The reactants are: Br[C:2]1[S:10][C:9]2[C:8](=[O:11])[N:7]([C:12]3[CH:17]=[CH:16][C:15]([N:18]4[CH2:22][CH2:21][C@@H:20]([N:23]([CH3:25])[CH3:24])[CH2:19]4)=[CH:14][CH:13]=3)[CH:6]=[N:5][C:4]=2[CH:3]=1.[NH:26]1[CH2:31][CH2:30][CH2:29][CH2:28][CH2:27]1.O. (2) Given the product [CH2:13]([O:21][C:2]1[CH:7]=[CH:6][N+:5]([O-:8])=[C:4]([CH3:9])[C:3]=1[CH3:10])[CH2:14][CH2:15][CH2:16][CH2:17][CH2:18][CH2:19][CH3:20], predict the reactants needed to synthesize it. The reactants are: Cl[C:2]1[CH:7]=[CH:6][N+:5]([O-:8])=[C:4]([CH3:9])[C:3]=1[CH3:10].[OH-].[Na+].[CH2:13]([OH:21])[CH2:14][CH2:15][CH2:16][CH2:17][CH2:18][CH2:19][CH3:20].Cl. (3) Given the product [CH3:1][O:2][C:3]1[CH:8]=[C:7]([O:9][CH3:10])[CH:6]=[CH:5][C:4]=1[C:11]1[O:18][C:24]2[CH:25]=[CH:26][C:21]([O:20][CH3:19])=[CH:22][C:23]=2[C:12]=1[C:13]([O:15][CH2:16][CH3:17])=[O:14], predict the reactants needed to synthesize it. The reactants are: [CH3:1][O:2][C:3]1[CH:8]=[C:7]([O:9][CH3:10])[CH:6]=[CH:5][C:4]=1[C:11](=[O:18])[CH2:12][C:13]([O:15][CH2:16][CH3:17])=[O:14].[CH3:19][O:20][C:21]1[CH:26]=[CH:25][C:24](O)=[CH:23][CH:22]=1. (4) Given the product [Cl:20][C:21]1[N:26]=[C:25]([NH:27][C:2]2[C:11]3[C:6](=[CH:7][CH:8]=[C:9]([O:12][CH3:13])[CH:10]=3)[N:5]=[C:4]([C:14]3[CH:15]=[N:16][CH:17]=[CH:18][CH:19]=3)[N:3]=2)[CH:24]=[CH:23][CH:22]=1, predict the reactants needed to synthesize it. The reactants are: Cl[C:2]1[C:11]2[C:6](=[CH:7][CH:8]=[C:9]([O:12][CH3:13])[CH:10]=2)[N:5]=[C:4]([C:14]2[CH:15]=[N:16][CH:17]=[CH:18][CH:19]=2)[N:3]=1.[Cl:20][C:21]1[N:26]=[C:25]([NH2:27])[CH:24]=[CH:23][CH:22]=1. (5) Given the product [F:19][CH2:2][C@H:3]1[CH2:8][CH2:7][C@H:6]([C:9]([O:11][CH3:12])=[O:10])[CH2:5][CH2:4]1, predict the reactants needed to synthesize it. The reactants are: O[CH2:2][C@H:3]1[CH2:8][CH2:7][C@H:6]([C:9]([O:11][CH3:12])=[O:10])[CH2:5][CH2:4]1.CCN(S(F)(F)[F:19])CC. (6) Given the product [C:19]1([S:1][C:2]2[S:3][C:4]3[CH:10]=[CH:9][CH:8]=[CH:7][C:5]=3[N:6]=2)[CH:24]=[CH:23][CH:22]=[CH:21][CH:20]=1, predict the reactants needed to synthesize it. The reactants are: [SH:1][C:2]1[S:3][C:4]2[CH:10]=[CH:9][CH:8]=[CH:7][C:5]=2[N:6]=1.C1C(=O)N(Cl)C(=O)C1.[C:19]1([Zn]Br)[CH:24]=[CH:23][CH:22]=[CH:21][CH:20]=1. (7) Given the product [CH3:4][C:5]1[CH:6]=[CH:7][C:8]2[N:9]([C:11]([CH2:1][OH:2])=[C:12]([C:14]3[CH:19]=[CH:18][C:17]([CH3:20])=[CH:16][CH:15]=3)[N:13]=2)[CH:10]=1, predict the reactants needed to synthesize it. The reactants are: [CH2:1]=[O:2].[Br-].[CH3:4][C:5]1[CH:6]=[CH:7][C:8]2[NH:13][C:12]([C:14]3[CH:19]=[CH:18][C:17]([CH3:20])=[CH:16][CH:15]=3)=[CH:11][N+:9]=2[CH:10]=1.